This data is from Catalyst prediction with 721,799 reactions and 888 catalyst types from USPTO. The task is: Predict which catalyst facilitates the given reaction. (1) Reactant: Cl.[OH:2][C@H:3]1[CH2:7][NH:6][C@H:5]([C:8]([NH:10][CH2:11][C:12]2[CH:17]=[CH:16][C:15]([C:18]3[S:22][CH:21]=[N:20][C:19]=3[CH3:23])=[CH:14][CH:13]=2)=[O:9])[CH2:4]1.[C:24]([O:27][C@@H:28]([CH3:32])[C:29](O)=[O:30])(=[O:26])[CH3:25].CCN(C(C)C)C(C)C.CN(C(ON1N=NC2C=CC=NC1=2)=[N+](C)C)C.F[P-](F)(F)(F)(F)F. The catalyst class is: 3. Product: [C:24]([O:27][C@@H:28]([CH3:32])[C:29]([N:6]1[CH2:7][C@H:3]([OH:2])[CH2:4][C@H:5]1[C:8](=[O:9])[NH:10][CH2:11][C:12]1[CH:13]=[CH:14][C:15]([C:18]2[S:22][CH:21]=[N:20][C:19]=2[CH3:23])=[CH:16][CH:17]=1)=[O:30])(=[O:26])[CH3:25].[C:24]([N:6]1[CH2:7][C@H:3]([OH:2])[CH2:4][C@H:5]1[C:8]([NH:10][CH2:11][C:12]1[CH:13]=[CH:14][C:15]([C:18]2[S:22][CH:21]=[N:20][C:19]=2[CH3:23])=[CH:16][CH:17]=1)=[O:9])(=[O:26])[CH3:25]. (2) Reactant: C(=O)(ON1C(=O)CCC1=O)ON1C(=O)CCC1=O.[NH2:19][C:20]1[CH:21]=[C:22]([C:26]2[N:31]=[C:30]([C:32]3[CH:37]=[CH:36][CH:35]=[C:34]([CH2:38][O:39]C(C)(C)C)[CH:33]=3)[CH:29]=[C:28]([N:44]3[CH2:49][CH2:48][O:47][CH2:46][CH2:45]3)[N:27]=2)[CH:23]=[CH:24][CH:25]=1.[N:50]1([C:56](OC(C)(C)C)=[O:57])[CH2:55][CH2:54][NH:53][CH2:52][CH2:51]1.FC(F)(F)C(O)=O. Product: [OH:39][CH2:38][C:34]1[CH:33]=[C:32]([C:30]2[CH:29]=[C:28]([N:44]3[CH2:49][CH2:48][O:47][CH2:46][CH2:45]3)[N:27]=[C:26]([C:22]3[CH:23]=[CH:24][CH:25]=[C:20]([NH:19][C:56]([N:50]4[CH2:55][CH2:54][NH:53][CH2:52][CH2:51]4)=[O:57])[CH:21]=3)[N:31]=2)[CH:37]=[CH:36][CH:35]=1. The catalyst class is: 2. (3) Reactant: Cl.[NH2:2][C:3]1[S:4][C:5]([Cl:8])=[CH:6][N:7]=1.N1C=CC=CC=1.Cl[C:16]([O:18][C:19]1[CH:24]=[CH:23][C:22]([N+:25]([O-:27])=[O:26])=[CH:21][CH:20]=1)=[O:17]. Product: [Cl:8][C:5]1[S:4][C:3]([NH:2][C:16](=[O:17])[O:18][C:19]2[CH:20]=[CH:21][C:22]([N+:25]([O-:27])=[O:26])=[CH:23][CH:24]=2)=[N:7][CH:6]=1. The catalyst class is: 2. (4) Reactant: [N+:1]([C:4]1[CH:12]=[CH:11][C:10]([O:13][CH3:14])=[C:9]2[C:5]=1[CH:6]=[CH:7][NH:8]2)([O-])=O. Product: [NH2:1][C:4]1[CH:12]=[CH:11][C:10]([O:13][CH3:14])=[C:9]2[C:5]=1[CH:6]=[CH:7][NH:8]2. The catalyst class is: 256. (5) Reactant: [Li+].[OH-].[CH3:3][O:4][C:5]1[CH:6]=[CH:7][C:8]2[NH:14][C:13](=[O:15])[N:12]([CH:16]3[CH2:21][CH2:20][N:19]([C:22]([O:24][C@@H:25]([C:39]([O:41]CC)=[O:40])[CH2:26][C:27]4[CH:32]=[C:31]([C:33]([F:36])([F:35])[F:34])[C:30]([NH2:37])=[C:29]([Cl:38])[CH:28]=4)=[O:23])[CH2:18][CH2:17]3)[CH2:11][CH2:10][C:9]=2[CH:44]=1.Cl. Product: [CH3:3][O:4][C:5]1[CH:6]=[CH:7][C:8]2[NH:14][C:13](=[O:15])[N:12]([CH:16]3[CH2:21][CH2:20][N:19]([C:22]([O:24][C@@H:25]([C:39]([OH:41])=[O:40])[CH2:26][C:27]4[CH:32]=[C:31]([C:33]([F:35])([F:36])[F:34])[C:30]([NH2:37])=[C:29]([Cl:38])[CH:28]=4)=[O:23])[CH2:18][CH2:17]3)[CH2:11][CH2:10][C:9]=2[CH:44]=1. The catalyst class is: 90.